From a dataset of Full USPTO retrosynthesis dataset with 1.9M reactions from patents (1976-2016). Predict the reactants needed to synthesize the given product. (1) Given the product [CH3:13][S:24]([CH2:3][CH:4]1[CH2:9][CH2:8][CH:7]([C:10]([OH:12])=[O:11])[CH2:6][CH2:5]1)(=[O:26])=[O:23], predict the reactants needed to synthesize it. The reactants are: CS[CH2:3][CH:4]1[CH2:9][CH2:8][CH:7]([C:10]([OH:12])=[O:11])[CH2:6][CH2:5]1.[C:13](=O)(O)[O-].[Na+].CC(C)=O.O[O:23][S:24]([O-:26])=O.[K+]. (2) Given the product [NH2:1][C:2]1[N:28]=[CH:27][CH:26]=[CH:25][C:3]=1[C:4]([NH:6][CH2:7][C:8]1[O:9][C:10]2[CH:16]=[C:15]([OH:17])[CH:14]=[CH:13][C:11]=2[CH:12]=1)=[O:5], predict the reactants needed to synthesize it. The reactants are: [NH2:1][C:2]1[N:28]=[CH:27][CH:26]=[CH:25][C:3]=1[C:4]([NH:6][CH2:7][C:8]1[O:9][C:10]2[CH:16]=[C:15]([O:17]CC3C=CC=CC=3)[CH:14]=[CH:13][C:11]=2[CH:12]=1)=[O:5].C(=O)(O)[O-].[Na+].O. (3) The reactants are: [Cl:1][C:2]1[C:11]2[N:10]=[C:9]([CH3:12])[C:8]([CH2:13][C:14]3[CH:19]=[CH:18][C:17]([Cl:20])=[CH:16][CH:15]=3)=[C:7]([CH3:21])[C:6]=2[C:5]([OH:22])=[CH:4][CH:3]=1.CN(C)C=O.C(=O)([O-])[O-].[K+].[K+].Br[CH2:35][C:36]#[N:37]. Given the product [Cl:1][C:2]1[CH:3]=[CH:4][C:5]([O:22][CH2:35][C:36]#[N:37])=[C:6]2[C:11]=1[N:10]=[C:9]([CH3:12])[C:8]([CH2:13][C:14]1[CH:19]=[CH:18][C:17]([Cl:20])=[CH:16][CH:15]=1)=[C:7]2[CH3:21], predict the reactants needed to synthesize it. (4) Given the product [CH3:19][C:20]1[CH:21]([C:28](=[O:30])/[CH:7]=[CH:5]/[CH3:6])[C:22]2([CH2:25][CH2:26][CH:27]=1)[CH2:23][CH2:24]2, predict the reactants needed to synthesize it. The reactants are: C(N[CH:5]([CH3:7])[CH3:6])(C)C.[Li]CCCC.CCCCCC.[CH3:19][C:20]1[CH:21]([C:28](=[O:30])C)[C:22]2([CH2:25][CH2:26][CH:27]=1)[CH2:24][CH2:23]2.C(=O)C.Cl.[Na+].[Cl-].C([O-])(O)=O.[Na+]. (5) Given the product [C:70]([O:74][C:75]([N:77]1[C@H:81]([C:82](=[O:94])[NH:83][C@H:84]2[C:93]3[C:88](=[CH:89][CH:90]=[CH:91][CH:92]=3)[CH2:87][CH2:86][CH2:85]2)[CH2:80][C@H:79]([C:95]2[CH:104]=[C:103]3[C:98]([CH2:99][C@@H:100]([C:112]([O:114][CH3:115])=[O:113])[N:101]([C:105]([O:107][C:108]([CH3:110])([CH3:109])[CH3:111])=[O:106])[CH2:102]3)=[CH:97][CH:96]=2)[CH2:78]1)=[O:76])([CH3:73])([CH3:71])[CH3:72], predict the reactants needed to synthesize it. The reactants are: CC(C)(C)[C@H](NC(=O)[C@@H](NC)C)C(N1[C@H](C(N[C@H]2C3C(=CC=CC=3)CCC2)=O)CC2C(=CC([C@H]3C[C@@H](C(=O)N[C@H]4C5C(=CC=CC=5)CCC4)N(C(=O)[C@@H](NC(=O)[C@@H](NC)C)C(C)(C)C)C3)=CC=2)C1)=O.[C:70]([O:74][C:75]([N:77]1[C@H:81]([C:82](=[O:94])[NH:83][C@H:84]2[C:93]3[C:88](=[CH:89][CH:90]=[CH:91][CH:92]=3)[CH2:87][CH2:86][CH2:85]2)[CH:80]=[C:79]([C:95]2[CH:104]=[C:103]3[C:98]([CH2:99][C@@H:100]([C:112]([O:114][CH3:115])=[O:113])[N:101]([C:105]([O:107][C:108]([CH3:111])([CH3:110])[CH3:109])=[O:106])[CH2:102]3)=[CH:97][CH:96]=2)[CH2:78]1)=[O:76])([CH3:73])([CH3:72])[CH3:71]. (6) Given the product [C:1]([CH:3]1[CH2:6][N:5]([C:7](=[O:40])[C@H:8]([NH:10][C:11]([C:13]2[C:21]3[C:16](=[N:17][CH:18]=[C:19]([C:22]4[C:30]5[C:25](=[CH:26][C:27]([Cl:31])=[CH:28][CH:29]=5)[N:24]([CH2:45][CH:44]=[CH2:43])[N:23]=4)[N:20]=3)[N:15]([CH2:32][O:33][CH2:34][CH2:35][Si:36]([CH3:39])([CH3:38])[CH3:37])[CH:14]=2)=[O:12])[CH3:9])[CH2:4]1)#[N:2], predict the reactants needed to synthesize it. The reactants are: [C:1]([CH:3]1[CH2:6][N:5]([C:7](=[O:40])[C@H:8]([NH:10][C:11]([C:13]2[C:21]3[C:16](=[N:17][CH:18]=[C:19]([C:22]4[C:30]5[C:25](=[CH:26][C:27]([Cl:31])=[CH:28][CH:29]=5)[NH:24][N:23]=4)[N:20]=3)[N:15]([CH2:32][O:33][CH2:34][CH2:35][Si:36]([CH3:39])([CH3:38])[CH3:37])[CH:14]=2)=[O:12])[CH3:9])[CH2:4]1)#[N:2].[H-].[Na+].[CH2:43](Br)[CH:44]=[CH2:45]. (7) The reactants are: C(C1(COC2C(C3CC3)=CC(C(O)=O)=C(F)C=2)C2CC3CC(CC1C3)C2)#N.[CH:28]1([C:31]2[C:32]([O:41][CH2:42][CH:43]3[CH2:49][CH2:48][CH:47]4[CH:45]([C:46]4([F:51])[F:50])[CH2:44]3)=[CH:33][C:34]([F:40])=[C:35]([CH:39]=2)[C:36](O)=[O:37])[CH2:30][CH2:29]1.CS(N)(=O)=O.[CH:57]1([S:60]([NH2:63])(=[O:62])=[O:61])[CH2:59][CH2:58]1. Given the product [CH:28]1([C:31]2[C:32]([O:41][CH2:42][CH:43]3[CH2:49][CH2:48][CH:47]4[CH:45]([C:46]4([F:50])[F:51])[CH2:44]3)=[CH:33][C:34]([F:40])=[C:35]([CH:39]=2)[C:36]([NH:63][S:60]([CH:57]2[CH2:59][CH2:58]2)(=[O:62])=[O:61])=[O:37])[CH2:30][CH2:29]1, predict the reactants needed to synthesize it. (8) Given the product [CH3:14][C:13]1[C:3]([C:5]2[CH:10]=[CH:9][C:8]([O:11][CH3:12])=[CH:7][CH:6]=2)=[CH:2][N:16]2[C:15]=1[CH:20]=[CH:19][CH:18]=[CH:17]2, predict the reactants needed to synthesize it. The reactants are: Br[CH2:2][C:3]([C:5]1[CH:10]=[CH:9][C:8]([O:11][CH3:12])=[CH:7][CH:6]=1)=O.[CH2:13]([C:15]1[CH:20]=[CH:19][CH:18]=[CH:17][N:16]=1)[CH3:14].C(=O)([O-])[O-].[K+].[K+]. (9) Given the product [CH2:1]([O:5][CH2:6][CH2:7][O:8][C:9]1[CH:10]=[CH:11][C:12]([C:15]2[CH:20]=[CH:19][C:18]([N:21]3[CH2:25][CH:24]=[CH:23][CH2:22]3)=[C:17](/[CH:26]=[C:27](\[CH3:33])/[C:28]([OH:30])=[O:29])[CH:16]=2)=[CH:13][CH:14]=1)[CH2:2][CH2:3][CH3:4], predict the reactants needed to synthesize it. The reactants are: [CH2:1]([O:5][CH2:6][CH2:7][O:8][C:9]1[CH:14]=[CH:13][C:12]([C:15]2[CH:20]=[CH:19][C:18]([N:21]3[CH2:25][CH:24]=[CH:23][CH2:22]3)=[C:17](/[CH:26]=[C:27](\[CH3:33])/[C:28]([O:30]CC)=[O:29])[CH:16]=2)=[CH:11][CH:10]=1)[CH2:2][CH2:3][CH3:4].[OH-].[Na+].O.Cl. (10) The reactants are: COC1C=CC(N)=CC=1.N[C:11]1[CH:12]=[C:13]([CH:25]=[CH:26][C:27]=1OC)[C:14]([NH:16]C1C=CC(F)=C(F)C=1)=[O:15]. Given the product [C:14]([NH2:16])(=[O:15])[C:13]1[CH:25]=[CH:26][CH:27]=[CH:11][CH:12]=1, predict the reactants needed to synthesize it.